From a dataset of Forward reaction prediction with 1.9M reactions from USPTO patents (1976-2016). Predict the product of the given reaction. (1) Given the reactants [CH:1]1([C:4]([C@H:6]2[C@H:11]([CH3:12])[CH2:10][C@H:9]3[C@H:13]4[C:22]([C@@H:23]([C:25]5[CH:30]=[CH:29][C:28]([C:31]6[CH:32]=[N:33][CH:34]=[CH:35][CH:36]=6)=[CH:27][CH:26]=5)[CH2:24][C@:7]23[CH3:8])=[C:21]2[C:16](=[CH:17][C:18](=[O:37])[CH2:19][CH2:20]2)[CH2:15][CH2:14]4)=[O:5])[CH2:3][CH2:2]1.[ClH:38].O, predict the reaction product. The product is: [ClH:38].[CH:1]1([C:4]([CH:6]2[CH:11]([CH3:12])[CH2:10][C@H:9]3[C@H:13]4[C:22]([CH:23]([C:25]5[CH:26]=[CH:27][C:28]([C:31]6[CH:32]=[N:33][CH:34]=[CH:35][CH:36]=6)=[CH:29][CH:30]=5)[CH2:24][C@:7]23[CH3:8])=[C:21]2[C:16](=[CH:17][C:18](=[O:37])[CH2:19][CH2:20]2)[CH2:15][CH2:14]4)=[O:5])[CH2:3][CH2:2]1. (2) Given the reactants C([N:4]1[CH2:9][CH2:8][N:7]([C:10]2[CH:11]=[C:12]([CH3:37])[C:13]3[N:17]=[C:16]([C:18]4[C:19](=[O:35])[NH:20][CH:21]=[CH:22][C:23]=4[NH:24][C@H:25]([CH2:33][OH:34])[CH2:26][C:27]4[CH:32]=[CH:31][CH:30]=[CH:29][CH:28]=4)[NH:15][C:14]=3[CH:36]=2)[CH2:6][CH2:5]1)(=O)C.O, predict the reaction product. The product is: [OH:34][CH2:33][C@@H:25]([NH:24][C:23]1[CH:22]=[CH:21][NH:20][C:19](=[O:35])[C:18]=1[C:16]1[NH:15][C:14]2[CH:36]=[C:10]([N:7]3[CH2:6][CH2:5][NH:4][CH2:9][CH2:8]3)[CH:11]=[C:12]([CH3:37])[C:13]=2[N:17]=1)[CH2:26][C:27]1[CH:28]=[CH:29][CH:30]=[CH:31][CH:32]=1. (3) Given the reactants [Cl:1][C:2]1[CH:7]=[CH:6][C:5](/[CH:8]=[CH:9]/[S:10]([NH2:13])(=[O:12])=[O:11])=[CH:4][CH:3]=1.C(=O)([O-])[O-].[K+].[K+].[Cl:20][C:21]1[CH:29]=[C:28]([Cl:30])[CH:27]=[CH:26][C:22]=1[C:23](Cl)=[O:24].Cl, predict the reaction product. The product is: [Cl:20][C:21]1[CH:29]=[C:28]([Cl:30])[CH:27]=[CH:26][C:22]=1[C:23]([NH:13][S:10](/[CH:9]=[CH:8]/[C:5]1[CH:4]=[CH:3][C:2]([Cl:1])=[CH:7][CH:6]=1)(=[O:11])=[O:12])=[O:24]. (4) Given the reactants [CH3:1][C:2]1[CH:10]=[CH:9][C:8]([Br:11])=[CH:7][C:3]=1[C:4]([OH:6])=[O:5].[CH3:12][Si](C=[N+]=[N-])(C)C, predict the reaction product. The product is: [Br:11][C:8]1[CH:9]=[CH:10][C:2]([CH3:1])=[C:3]([CH:7]=1)[C:4]([O:6][CH3:12])=[O:5]. (5) Given the reactants [I:1][C:2]1[CH:3]=[C:4]([NH:8][N:9]=[C:10]([C:13]#[N:14])[C:11]#[N:12])[CH:5]=[CH:6][CH:7]=1.IC1C=C(C=CC=1)N.C(#N)CC#N.O.[NH2:29][NH2:30], predict the reaction product. The product is: [NH2:14][C:13]1[C:10](=[N:9][NH:8][C:4]2[CH:5]=[CH:6][CH:7]=[C:2]([I:1])[CH:3]=2)[C:11]([NH2:12])=[N:30][N:29]=1. (6) The product is: [F:1][C:2]1[CH:7]=[CH:6][CH:5]=[CH:4][C:3]=1[C@H:8]1[C@@H:9]([CH2:15][OH:16])[N:10]([CH3:14])[C:11](=[O:13])[CH2:12]1. Given the reactants [F:1][C:2]1[CH:7]=[CH:6][CH:5]=[CH:4][C:3]=1[C@@H:8]1[CH2:12][C:11](=[O:13])[N:10]([CH3:14])[C@@H:9]1[C:15](N1[C@@H](CC2C=CC=CC=2)COC1=O)=[O:16].[H-].[H-].[H-].[H-].[Li+].[Al+3].[NH4+].[Cl-], predict the reaction product. (7) Given the reactants [NH2:1][C:2]1[C:18]([CH3:19])=[CH:17][CH:16]=[CH:15][C:3]=1[C:4]([NH:6][CH:7]1[CH2:12][CH2:11][C:10](=[O:13])[NH:9][C:8]1=[O:14])=[O:5].[CH:20](OC)(OC)OC.C1(C)C=CC(S(O)(=O)=O)=CC=1.O, predict the reaction product. The product is: [CH3:19][C:18]1[CH:17]=[CH:16][CH:15]=[C:3]2[C:2]=1[N:1]=[CH:20][N:6]([CH:7]1[CH2:12][CH2:11][C:10](=[O:13])[NH:9][C:8]1=[O:14])[C:4]2=[O:5]. (8) Given the reactants [Cl:1][C:2]1[CH:3]=[CH:4][C:5]2[O:10][C:9]([C:11]3[CH:16]=[C:15]([Cl:17])[CH:14]=[CH:13][C:12]=3[OH:18])=[N:8][C:7](=O)[C:6]=2[CH:20]=1.Cl.[CH3:22][N:23]([CH3:33])[C:24]1[CH:32]=[CH:31][C:27]([CH2:28][NH:29][NH2:30])=[CH:26][CH:25]=1.C(N(CC)CC)C, predict the reaction product. The product is: [Cl:1][C:2]1[CH:3]=[CH:4][C:5]([OH:10])=[C:6]([C:7]2[N:8]=[C:9]([C:11]3[CH:16]=[C:15]([Cl:17])[CH:14]=[CH:13][C:12]=3[OH:18])[N:29]([CH2:28][C:27]3[CH:31]=[CH:32][C:24]([N:23]([CH3:33])[CH3:22])=[CH:25][CH:26]=3)[N:30]=2)[CH:20]=1.